Predict the reactants needed to synthesize the given product. From a dataset of Full USPTO retrosynthesis dataset with 1.9M reactions from patents (1976-2016). (1) Given the product [C:15]1([NH:14][C:4](=[O:5])[C:3]2[CH:7]=[C:8]([N+:11]([O-:13])=[O:12])[CH:9]=[CH:10][C:2]=2[F:1])[CH:20]=[CH:19][CH:18]=[CH:17][CH:16]=1, predict the reactants needed to synthesize it. The reactants are: [F:1][C:2]1[CH:10]=[CH:9][C:8]([N+:11]([O-:13])=[O:12])=[CH:7][C:3]=1[C:4](Cl)=[O:5].[NH2:14][C:15]1[CH:20]=[CH:19][CH:18]=[CH:17][C:16]=1O. (2) The reactants are: [NH2:1][C@H:2]1[CH2:7][CH2:6][N:5]([C:8]2[CH:9]=[CH:10][C:11]([O:18][CH3:19])=[C:12]([CH:17]=2)[C:13]([O:15][CH3:16])=[O:14])[CH2:4][C@H:3]1[O:20][CH3:21].[Cl:22][C:23]1[N:24]=[C:25]([C:30](O)=[O:31])[NH:26][C:27]=1[CH2:28][CH3:29].CCN=C=NCCCN(C)C.Cl.C1C=CC2N(O)N=NC=2C=1. Given the product [Cl:22][C:23]1[N:24]=[C:25]([C:30]([NH:1][C@H:2]2[CH2:7][CH2:6][N:5]([C:8]3[CH:9]=[CH:10][C:11]([O:18][CH3:19])=[C:12]([CH:17]=3)[C:13]([O:15][CH3:16])=[O:14])[CH2:4][C@H:3]2[O:20][CH3:21])=[O:31])[NH:26][C:27]=1[CH2:28][CH3:29], predict the reactants needed to synthesize it.